Dataset: Reaction yield outcomes from USPTO patents with 853,638 reactions. Task: Predict the reaction yield, written as a fraction of the theoretical maximum amount of product (1.0 means a 100% yield; for example, 0.34 means a 34% yield). (1) The reactants are [OH:1][C:2]1[CH:9]=[C:8]([N:10]([CH:14]([CH3:16])[CH3:15])[CH2:11][C:12]#[CH:13])[CH:7]=[CH:6][C:3]=1[CH:4]=O.[S:17]1[C:21]2[CH:22]=[CH:23][CH:24]=[CH:25][C:20]=2[N:19]=[C:18]1[CH2:26][C:27](OCC)=[O:28].N1CCCCC1. The catalyst is C(O)C. The product is [S:17]1[C:21]2[CH:22]=[CH:23][CH:24]=[CH:25][C:20]=2[N:19]=[C:18]1[C:26]1[C:27](=[O:28])[O:1][C:2]2[C:3]([CH:4]=1)=[CH:6][CH:7]=[C:8]([N:10]([CH:14]([CH3:16])[CH3:15])[CH2:11][C:12]#[CH:13])[CH:9]=2. The yield is 0.500. (2) The reactants are [CH2:1]([N:3]([CH2:37][CH3:38])[CH2:4][CH2:5][CH2:6][NH:7][C:8]1[N:9]=[C:10]([C:27]2[CH:28]=[C:29]([CH:33]=[CH:34][C:35]=2[CH3:36])[C:30](O)=[O:31])[C:11]2[CH:17]=[CH:16][C:15](=[O:18])[N:14]([C:19]3[C:24]([F:25])=[CH:23][CH:22]=[CH:21][C:20]=3[F:26])[C:12]=2[N:13]=1)[CH3:2].CN(C(O[N:47]1N=N[C:49]2[CH:50]=[CH:51]C=C[C:48]1=2)=[N+](C)C)C.F[P-](F)(F)(F)(F)F.C(N)CCC. The catalyst is C(Cl)Cl. The product is [CH2:48]([NH:47][C:30](=[O:31])[C:29]1[CH:33]=[CH:34][C:35]([CH3:36])=[C:27]([C:10]2[C:11]3[CH:17]=[CH:16][C:15](=[O:18])[N:14]([C:19]4[C:24]([F:25])=[CH:23][CH:22]=[CH:21][C:20]=4[F:26])[C:12]=3[N:13]=[C:8]([NH:7][CH2:6][CH2:5][CH2:4][N:3]([CH2:37][CH3:38])[CH2:1][CH3:2])[N:9]=2)[CH:28]=1)[CH2:49][CH2:50][CH3:51]. The yield is 0.660. (3) The reactants are [Cl:1][C:2]1[CH:3]=[C:4]([N:9]2[C:13]3[C:14](=[O:25])[N:15]([C:18]4[CH:23]=[CH:22][C:21](I)=[CH:20][CH:19]=4)[CH2:16][CH2:17][C:12]=3[C:11]([C:26]([F:29])([F:28])[F:27])=[N:10]2)[CH:5]=[CH:6][C:7]=1[F:8].[C:30]1(=[O:36])[NH:35][CH2:34][CH2:33][CH2:32][CH2:31]1.NC1CCCCC1N.[O-]P([O-])([O-])=O.[K+].[K+].[K+]. The catalyst is [Cu]I.C(OC(=O)C)C.O1CCOCC1. The product is [Cl:1][C:2]1[CH:3]=[C:4]([N:9]2[C:13]3[C:14](=[O:25])[N:15]([C:18]4[CH:23]=[CH:22][C:21]([N:35]5[CH2:34][CH2:33][CH2:32][CH2:31][C:30]5=[O:36])=[CH:20][CH:19]=4)[CH2:16][CH2:17][C:12]=3[C:11]([C:26]([F:29])([F:28])[F:27])=[N:10]2)[CH:5]=[CH:6][C:7]=1[F:8]. The yield is 0.800.